This data is from Peptide-MHC class I binding affinity with 185,985 pairs from IEDB/IMGT. The task is: Regression. Given a peptide amino acid sequence and an MHC pseudo amino acid sequence, predict their binding affinity value. This is MHC class I binding data. (1) The peptide sequence is YPLHEQYGM. The MHC is HLA-A68:01 with pseudo-sequence HLA-A68:01. The binding affinity (normalized) is 0. (2) The peptide sequence is KALGPGATL. The MHC is HLA-A30:01 with pseudo-sequence HLA-A30:01. The binding affinity (normalized) is 0.382. (3) The peptide sequence is EIIFYHPTF. The MHC is HLA-A03:01 with pseudo-sequence HLA-A03:01. The binding affinity (normalized) is 0.0847. (4) The peptide sequence is ATVTGGIFLF. The MHC is Mamu-A02 with pseudo-sequence Mamu-A02. The binding affinity (normalized) is 0.989. (5) The peptide sequence is RAGAGVMPK. The MHC is HLA-A11:01 with pseudo-sequence HLA-A11:01. The binding affinity (normalized) is 0.823. (6) The peptide sequence is NQECWDSVF. The MHC is HLA-A30:01 with pseudo-sequence HLA-A30:01. The binding affinity (normalized) is 0.0847. (7) The peptide sequence is KLFCQLAKV. The MHC is HLA-A68:02 with pseudo-sequence HLA-A68:02. The binding affinity (normalized) is 0.339.